From a dataset of Full USPTO retrosynthesis dataset with 1.9M reactions from patents (1976-2016). Predict the reactants needed to synthesize the given product. (1) Given the product [C:26]1(/[CH:25]=[CH:24]/[CH2:23][N:1]2[CH2:2][CH2:3][C:4]3([O:11][C:10]4[C:12]5[C:17]([C:18](=[O:21])[C:19](=[O:20])[C:9]=4[S:8][CH2:7]3)=[CH:16][CH:15]=[CH:14][CH:13]=5)[CH2:5][CH2:6]2)[CH:31]=[CH:30][CH:29]=[CH:28][CH:27]=1, predict the reactants needed to synthesize it. The reactants are: [NH:1]1[CH2:6][CH2:5][C:4]2([O:11][C:10]3[C:12]4[C:17]([C:18](=[O:21])[C:19](=[O:20])[C:9]=3[S:8][CH2:7]2)=[CH:16][CH:15]=[CH:14][CH:13]=4)[CH2:3][CH2:2]1.Br[CH2:23]/[CH:24]=[CH:25]/[C:26]1[CH:31]=[CH:30][CH:29]=[CH:28][CH:27]=1. (2) Given the product [C:9]1(/[CH:17]=[CH:18]/[C:19]2[CH:24]=[CH:23][C:22]([OH:25])=[CH:21][CH:20]=2)[CH:10]=[C:11]([OH:13])[CH:12]=[C:7]([OH:6])[CH:8]=1, predict the reactants needed to synthesize it. The reactants are: [OH-].[K+].C([O:6][C:7]1[CH:8]=[C:9](/[CH:17]=[CH:18]/[C:19]2[CH:24]=[CH:23][C:22]([O:25]C(=O)C)=[CH:21][CH:20]=2)[CH:10]=[C:11]([O:13]C(=O)C)[CH:12]=1)(=O)C. (3) Given the product [Cl:28][C:29]1[CH:18]=[CH:19][C:20]([CH2:16][S:13]([N:12]=[C:5]2[C:6]3[C:11](=[CH:10][CH:9]=[CH:8][CH:7]=3)[C:2](=[O:1])[C:3]([S:21][CH2:22][C:23]([O:25][CH2:26][CH3:27])=[O:24])=[CH:4]2)(=[O:14])=[O:15])=[CH:31][CH:30]=1, predict the reactants needed to synthesize it. The reactants are: [O:1]=[C:2]1[C:11]2[C:6](=[CH:7][CH:8]=[CH:9][CH:10]=2)/[C:5](=[N:12]/[S:13]([C:16]2S[CH:18]=[CH:19][CH:20]=2)(=[O:15])=[O:14])/[CH:4]=[C:3]1[S:21][CH2:22][C:23]([O:25][CH2:26][CH3:27])=[O:24].[Cl:28][C:29]1C=CC(CS(N)(=O)=O)=[CH:31][CH:30]=1. (4) Given the product [F:1][C:2]1[CH:10]=[C:9]([F:11])[CH:8]=[CH:7][C:3]=1[C:4]([NH2:6])=[S:21], predict the reactants needed to synthesize it. The reactants are: [F:1][C:2]1[CH:10]=[C:9]([F:11])[CH:8]=[CH:7][C:3]=1[C:4]([NH2:6])=O.COC1C=CC(P2(SP(C3C=CC(OC)=CC=3)(=S)S2)=[S:21])=CC=1. (5) Given the product [CH3:1][C:2]1[C-:6]([CH3:7])[C:5]([CH3:8])=[C:4]([CH3:9])[C:3]=1[CH3:10].[C-:11]1([CH2:20][O:21][CH2:27][CH2:24][CH2:23][OH:25])[C:12]([CH3:19])=[C:13]([CH3:18])[C:14]([CH3:17])=[C:15]1[CH3:16].[Fe+2:22], predict the reactants needed to synthesize it. The reactants are: [CH3:1][C:2]1[C-:6]([CH3:7])[C:5]([CH3:8])=[C:4]([CH3:9])[C:3]=1[CH3:10].[C-:11]1([CH:20]=[O:21])[C:15]([CH3:16])=[C:14]([CH3:17])[C:13]([CH3:18])=[C:12]1[CH3:19].[Fe+2:22].[CH2:23]([OH:25])[CH3:24].O1CCOC[CH2:27]1.[BH4-].[Na+]. (6) Given the product [CH3:18][C:19]1([C:22]2[CH:26]=[C:25]([CH2:27][NH:28][C:2]3[N:7]=[C:6]([NH:8][C:9]4[NH:10][N:11]=[C:12]([O:14][CH:15]([CH3:17])[CH3:16])[CH:13]=4)[CH:5]=[CH:4][N:3]=3)[O:24][N:23]=2)[CH2:20][CH2:21]1, predict the reactants needed to synthesize it. The reactants are: Cl[C:2]1[N:7]=[C:6]([NH:8][C:9]2[NH:10][N:11]=[C:12]([O:14][CH:15]([CH3:17])[CH3:16])[CH:13]=2)[CH:5]=[CH:4][N:3]=1.[CH3:18][C:19]1([C:22]2[CH:26]=[C:25]([CH2:27][NH2:28])[O:24][N:23]=2)[CH2:21][CH2:20]1.C(N(C(C)C)C(C)C)C.